This data is from Peptide-MHC class II binding affinity with 134,281 pairs from IEDB. The task is: Regression. Given a peptide amino acid sequence and an MHC pseudo amino acid sequence, predict their binding affinity value. This is MHC class II binding data. (1) The peptide sequence is IHGWFAVDFTAAELV. The MHC is DRB1_0701 with pseudo-sequence DRB1_0701. The binding affinity (normalized) is 0.681. (2) The peptide sequence is HNCRCCWFANTNLIK. The MHC is DRB1_0101 with pseudo-sequence DRB1_0101. The binding affinity (normalized) is 0.615. (3) The peptide sequence is GSDPKKLVLDIKYTR. The MHC is HLA-DPA10201-DPB10501 with pseudo-sequence HLA-DPA10201-DPB10501. The binding affinity (normalized) is 0.321. (4) The binding affinity (normalized) is 0.399. The MHC is DRB1_1201 with pseudo-sequence DRB1_1201. The peptide sequence is MDYFIRMWNQAALAM. (5) The MHC is HLA-DQA10101-DQB10501 with pseudo-sequence HLA-DQA10101-DQB10501. The binding affinity (normalized) is 0.186. The peptide sequence is MGEAVQNTVEDLKLN.